Task: Predict the reactants needed to synthesize the given product.. Dataset: Full USPTO retrosynthesis dataset with 1.9M reactions from patents (1976-2016) (1) Given the product [C:8]([O:12][C:13](=[O:40])[NH:14][C@@H:15]([CH2:16][N:17]1[CH2:22][C:21](=[O:23])[N:20]([C:24]2[CH:29]=[CH:28][CH:27]=[CH:26][C:25]=2[CH3:30])[CH2:19][C:18]1([CH3:32])[CH3:31])[C@@H:33]([OH:34])[CH2:37][C@H:36]([C:35](=[O:39])[NH:45][CH2:44][C:43]([CH3:47])([CH3:46])[CH3:42])[CH3:38])([CH3:11])([CH3:9])[CH3:10], predict the reactants needed to synthesize it. The reactants are: OC1C=CC=CN=1.[C:8]([O:12][C:13](=[O:40])[NH:14][C@H:15]([C@@H:33]1[CH2:37][C@@H:36]([CH3:38])[C:35](=[O:39])[O:34]1)[CH2:16][N:17]1[CH2:22][C:21](=[O:23])[N:20]([C:24]2[CH:29]=[CH:28][CH:27]=[CH:26][C:25]=2[CH3:30])[CH2:19][C:18]1([CH3:32])[CH3:31])([CH3:11])([CH3:10])[CH3:9].O.[CH3:42][C:43]([CH3:47])([CH3:46])[CH2:44][NH2:45]. (2) Given the product [CH3:1][NH:2][C:3]1[CH:4]=[C:5]([CH2:6][NH:7][C:27](=[O:28])[O:26][C:22]([CH3:25])([CH3:24])[CH3:23])[CH:8]=[CH:9][C:10]=1[N+:11]([O-:13])=[O:12], predict the reactants needed to synthesize it. The reactants are: [CH3:1][NH:2][C:3]1[CH:4]=[C:5]([CH:8]=[CH:9][C:10]=1[N+:11]([O-:13])=[O:12])[C:6]#[N:7].[BH4-].C1COCC1.CO.[C:22]([O:26][C:27](ON=C(C1C=CC=CC=1)C#N)=[O:28])([CH3:25])([CH3:24])[CH3:23]. (3) Given the product [C:28]([O:31][C:32]([NH:6][CH:5]([CH2:15][CH2:14][C:9]1[CH:10]=[CH:11][CH:12]=[CH:13][C:8]=1[Cl:7])[C:22]([OH:24])=[O:23])=[O:33])([CH3:30])([CH3:29])[CH3:27], predict the reactants needed to synthesize it. The reactants are: C[Si]([C:5]#[N:6])(C)C.[Cl:7][C:8]1[CH:13]=[CH:12][CH:11]=[CH:10][C:9]=1[CH2:14][CH2:15]C=O.N.CO.Cl.[C:22](=O)([OH:24])[O-:23].[Na+].[CH3:27][C:28]([O:31][C:32](O[C:32]([O:31][C:28]([CH3:30])([CH3:29])[CH3:27])=[O:33])=[O:33])([CH3:30])[CH3:29]. (4) Given the product [CH2:13]([C:15]1[CH:20]=[CH:19][C:18]([C:21](=[O:24])[CH:32]([C:31]2[CH:34]=[CH:35][CH:36]=[CH:37][C:30]=2[F:29])[OH:33])=[CH:17][CH:16]=1)[CH3:14], predict the reactants needed to synthesize it. The reactants are: C([Li])CCC.C(NC(C)C)(C)C.[CH2:13]([C:15]1[CH:20]=[CH:19][C:18]([CH:21]([O:24][Si](C)(C)C)C#N)=[CH:17][CH:16]=1)[CH3:14].[F:29][C:30]1[CH:37]=[CH:36][CH:35]=[CH:34][C:31]=1[CH:32]=[O:33]. (5) The reactants are: [Br:1][C:2]1[C:3]([Cl:11])=[N:4][CH:5]=[C:6]([CH:10]=1)[C:7]([OH:9])=[O:8]. Given the product [Br:1][C:2]1[CH:10]=[C:6]([C:7]([O:9][C:6]([CH3:10])([CH3:7])[CH3:5])=[O:8])[CH:5]=[N:4][C:3]=1[Cl:11], predict the reactants needed to synthesize it. (6) Given the product [C:5]([O:9][C:10]([NH:12][C@@:13]1([C:37]([O:39][C:40]([CH3:43])([CH3:42])[CH3:41])=[O:38])[C@H:18]([CH2:19][S:20][C:21]2[CH:26]=[CH:25][C:24]([F:27])=[C:23]([F:28])[CH:22]=2)[C@@H:17]([OH:29])[C@@H:16]2[C@H:14]1[C@H:15]2[C:30]([O:32][C:33]([CH3:35])([CH3:34])[CH3:36])=[O:31])=[O:11])([CH3:8])([CH3:6])[CH3:7], predict the reactants needed to synthesize it. The reactants are: B.CSC.[C:5]([O:9][C:10]([NH:12][C@@:13]1([C:37]([O:39][C:40]([CH3:43])([CH3:42])[CH3:41])=[O:38])[C@H:18]([CH2:19][S:20][C:21]2[CH:26]=[CH:25][C:24]([F:27])=[C:23]([F:28])[CH:22]=2)[C:17](=[O:29])[C@@H:16]2[C@H:14]1[C@H:15]2[C:30]([O:32][C:33]([CH3:36])([CH3:35])[CH3:34])=[O:31])=[O:11])([CH3:8])([CH3:7])[CH3:6]. (7) Given the product [Cl:19][C:16]1[CH:15]=[CH:14][C:13]([C@H:9]([NH2:5])[CH2:10][CH2:11][NH2:12])=[CH:18][CH:17]=1, predict the reactants needed to synthesize it. The reactants are: CC([N:5]([C@@H:9]([C:13]1[CH:18]=[CH:17][C:16]([Cl:19])=[CH:15][CH:14]=1)[CH2:10][CH2:11][NH2:12])C(=O)[O-])(C)C.